Dataset: Catalyst prediction with 721,799 reactions and 888 catalyst types from USPTO. Task: Predict which catalyst facilitates the given reaction. (1) Reactant: [N+:1]([C:4]1[C:5]([O:18][CH3:19])=[C:6]([C:10]2[CH:15]=[CH:14][C:13](C=O)=[CH:12][CH:11]=2)[CH:7]=[CH:8][CH:9]=1)([O-:3])=[O:2].[NH2:20][CH2:21][CH2:22][NH2:23].BrN1C(=O)CC[C:26]1=O. Product: [CH3:19][O:18][C:5]1[C:4]([N+:1]([O-:3])=[O:2])=[CH:9][CH:8]=[CH:7][C:6]=1[C:10]1[CH:11]=[CH:12][C:13]([N:20]2[CH2:21][CH2:22][N:23]=[CH:26]2)=[CH:14][CH:15]=1. The catalyst class is: 4. (2) Reactant: [OH:1][C:2]1[CH:11]=[C:10]2[C:5]([CH2:6][CH2:7][C:8](=[O:12])[NH:9]2)=[CH:4][CH:3]=1.[Cl:13][CH2:14][CH2:15][CH2:16][CH2:17]Cl.C(=O)([O-])[O-].[K+].[K+]. Product: [Cl:13][CH2:14][CH2:15][CH2:16][CH2:17][O:1][C:2]1[CH:11]=[C:10]2[C:5]([CH2:6][CH2:7][C:8](=[O:12])[NH:9]2)=[CH:4][CH:3]=1. The catalyst class is: 259. (3) Reactant: [F:1][C:2]1[CH:11]=[CH:10][C:9]([F:12])=[C:8]2[C:3]=1[C:4]([NH:13][CH2:14][CH2:15][C:16]1[CH:17]=[CH:18][C:19]([O:23][C:24]3[CH:29]=[C:28]([C:30]([F:33])([F:32])[F:31])[CH:27]=[CH:26][N:25]=3)=[C:20]([OH:22])[CH:21]=1)=[N:5][CH:6]=[N:7]2.I[CH2:35][CH2:36][CH3:37].C([O-])([O-])=O.[K+].[K+].O. Product: [F:1][C:2]1[CH:11]=[CH:10][C:9]([F:12])=[C:8]2[C:3]=1[C:4]([NH:13][CH2:14][CH2:15][C:16]1[CH:17]=[CH:18][C:19]([O:23][C:24]3[CH:29]=[C:28]([C:30]([F:33])([F:31])[F:32])[CH:27]=[CH:26][N:25]=3)=[C:20]([O:22][CH2:35][CH2:36][CH3:37])[CH:21]=1)=[N:5][CH:6]=[N:7]2. The catalyst class is: 16. (4) Reactant: [F:1][C:2]1[CH:3]=[CH:4][C:5]([N+:24]([O-])=O)=[C:6]([NH:8][C@H:9]2[CH2:14][CH2:13][CH2:12][N:11]([CH2:15][CH2:16][O:17][C:18](=[O:23])[C:19]([CH3:22])([CH3:21])[CH3:20])[CH2:10]2)[CH:7]=1. Product: [NH2:24][C:5]1[CH:4]=[CH:3][C:2]([F:1])=[CH:7][C:6]=1[NH:8][C@H:9]1[CH2:14][CH2:13][CH2:12][N:11]([CH2:15][CH2:16][O:17][C:18](=[O:23])[C:19]([CH3:21])([CH3:20])[CH3:22])[CH2:10]1. The catalyst class is: 45.